Task: Predict the product of the given reaction.. Dataset: Forward reaction prediction with 1.9M reactions from USPTO patents (1976-2016) (1) Given the reactants O1CCCCC1[O:7][CH2:8][CH2:9][CH2:10][C:11]1([C:32]#[N:33])[CH2:18][C:17]2[C:12]1=[CH:13][C:14]([O:30][CH3:31])=[C:15]([O:19][Si:20]([CH:27]([CH3:29])[CH3:28])([CH:24]([CH3:26])[CH3:25])[CH:21]([CH3:23])[CH3:22])[CH:16]=2.CC1C=CC(S([O-])(=O)=O)=CC=1.C1C=C[NH+]=CC=1.C([O-])(O)=O.[Na+], predict the reaction product. The product is: [OH:7][CH2:8][CH2:9][CH2:10][C:11]1([C:32]#[N:33])[CH2:18][C:17]2[C:12]1=[CH:13][C:14]([O:30][CH3:31])=[C:15]([O:19][Si:20]([CH:24]([CH3:26])[CH3:25])([CH:27]([CH3:29])[CH3:28])[CH:21]([CH3:22])[CH3:23])[CH:16]=2. (2) Given the reactants [CH2:1]([O:8][C:9]1[N:14]=[N:13][C:12]([CH2:15][CH2:16][C:17]2[CH:30]=[CH:29][C:20]([O:21][CH2:22][CH2:23]OS(C)(=O)=O)=[CH:19][CH:18]=2)=[CH:11][CH:10]=1)[C:2]1[CH:7]=[CH:6][CH:5]=[CH:4][CH:3]=1.C(=O)([O-])[O-].[K+].[K+].[NH:37]1[CH2:41][CH2:40][CH2:39][CH2:38]1, predict the reaction product. The product is: [CH2:1]([O:8][C:9]1[N:14]=[N:13][C:12]([CH2:15][CH2:16][C:17]2[CH:18]=[CH:19][C:20]([O:21][CH2:22][CH2:23][N:37]3[CH2:41][CH2:40][CH2:39][CH2:38]3)=[CH:29][CH:30]=2)=[CH:11][CH:10]=1)[C:2]1[CH:3]=[CH:4][CH:5]=[CH:6][CH:7]=1. (3) Given the reactants BrN1C(=O)C2C(=CC=CC=2)C1=O.[CH2:13]([O:20][C:21]1[CH:26]=[C:25]([F:27])[CH:24]=[CH:23][C:22]=1[C:28]1[C:33]([F:34])=[CH:32][N:31]=[C:30]([NH:35][C:36]2[CH:41]=[CH:40][CH:39]=[C:38]([CH2:42][S:43][CH3:44])[CH:37]=2)[N:29]=1)[C:14]1[CH:19]=[CH:18][CH:17]=[CH:16][CH:15]=1.[N:45]#[C:46][NH2:47].CC([O-])(C)C.[K+], predict the reaction product. The product is: [CH2:13]([O:20][C:21]1[CH:26]=[C:25]([F:27])[CH:24]=[CH:23][C:22]=1[C:28]1[C:33]([F:34])=[CH:32][N:31]=[C:30]([NH:35][C:36]2[CH:37]=[C:38]([CH:39]=[CH:40][CH:41]=2)[CH2:42][S:43](=[N:47][C:46]#[N:45])[CH3:44])[N:29]=1)[C:14]1[CH:19]=[CH:18][CH:17]=[CH:16][CH:15]=1. (4) Given the reactants [CH3:1][C:2]1[CH:7]=[C:6]([S:8][CH2:9][CH2:10][CH:11]([C:16]2[S:17][C:18]3[CH:25]=[CH:24][C:23]([C:26]([F:29])([F:28])[F:27])=[CH:22][C:19]=3[C:20]=2[CH3:21])[CH2:12][CH2:13][CH2:14][CH3:15])[CH:5]=[CH:4][C:3]=1[O:30][CH2:31][C:32]([O:34]CC)=[O:33].[OH-].[Na+], predict the reaction product. The product is: [CH3:1][C:2]1[CH:7]=[C:6]([S:8][CH2:9][CH2:10][CH:11]([C:16]2[S:17][C:18]3[CH:25]=[CH:24][C:23]([C:26]([F:28])([F:27])[F:29])=[CH:22][C:19]=3[C:20]=2[CH3:21])[CH2:12][CH2:13][CH2:14][CH3:15])[CH:5]=[CH:4][C:3]=1[O:30][CH2:31][C:32]([OH:34])=[O:33]. (5) Given the reactants C(OC(=O)[NH:7][C@@H:8]1[C@@H:13]([OH:14])[C@H:12]([CH2:15][C:16]2[CH:21]=[C:20]([F:22])[C:19]([NH:23][C:24]([O:26][CH2:27][C:28]3[CH:33]=[CH:32][CH:31]=[CH:30][CH:29]=3)=[O:25])=[C:18]([CH2:34][CH2:35][CH2:36][CH3:37])[CH:17]=2)[CH2:11][S:10](=[O:39])(=[O:38])[CH2:9]1)(C)(C)C.[ClH:41], predict the reaction product. The product is: [ClH:41].[CH2:27]([O:26][C:24](=[O:25])[NH:23][C:19]1[C:20]([F:22])=[CH:21][C:16]([CH2:15][C@H:12]2[C@H:13]([OH:14])[C@@H:8]([NH2:7])[CH2:9][S:10](=[O:38])(=[O:39])[CH2:11]2)=[CH:17][C:18]=1[CH2:34][CH2:35][CH2:36][CH3:37])[C:28]1[CH:29]=[CH:30][CH:31]=[CH:32][CH:33]=1. (6) Given the reactants [F:1][C:2]1[CH:7]=[C:6]([F:8])[C:5]([F:9])=[CH:4][C:3]=1[NH:10][C:11]1[O:12][CH:13]=[C:14]([C:16]([O:18]CC)=[O:17])[N:15]=1.C[Si](C)(C)[O-].[K+].O.Cl, predict the reaction product. The product is: [F:1][C:2]1[CH:7]=[C:6]([F:8])[C:5]([F:9])=[CH:4][C:3]=1[NH:10][C:11]1[O:12][CH:13]=[C:14]([C:16]([OH:18])=[O:17])[N:15]=1. (7) Given the reactants [CH3:1][C:2]1[CH:3]=[C:4]([CH:6]=[CH:7][CH:8]=1)[NH2:5].CCN(CC)CC.ClC(Cl)(O[C:20](=[O:26])OC(Cl)(Cl)Cl)Cl.[C:28]([C:31]1[C:35]2[CH2:36][NH:37][CH2:38][CH2:39][C:34]=2[NH:33][N:32]=1)([CH3:30])=[CH2:29], predict the reaction product. The product is: [C:28]([C:31]1[C:35]2[CH2:36][N:37]([C:20]([NH:5][C:4]3[CH:3]=[C:2]([CH3:1])[CH:8]=[CH:7][CH:6]=3)=[O:26])[CH2:38][CH2:39][C:34]=2[NH:33][N:32]=1)([CH3:30])=[CH2:29]. (8) Given the reactants [C:1]([OH:5])(=O)CC.C1(P(N=[N+]=[N-])(C2C=CC=CC=2)=O)C=CC=CC=1.[CH2:23]([N:25](CC)CC)C.[CH2:30]([O:32][C:33]([C:35]1[C:39]([CH3:40])=[CH:38][S:37][C:36]=1[NH2:41])=[O:34])[CH3:31], predict the reaction product. The product is: [CH2:30]([O:32][C:33]([C:35]1[C:39]([CH3:40])=[CH:38][S:37][C:36]=1[NH:41][C:1]([NH:25][CH3:23])=[O:5])=[O:34])[CH3:31]. (9) Given the reactants C(OC(N1CCN(C2C(=O)N(CC(C)C)N=C(C3C=CC(C(F)(F)F)=CC=3)C=2C)CC1)=O)(C)(C)C.[C:36]1([C:56]2[CH:61]=[CH:60][CH:59]=[CH:58][CH:57]=2)[CH:41]=[CH:40][C:39]([C:42]2[CH:43]=[C:44]([C:53](O)=[O:54])[C:45](=[O:52])[N:46]([CH2:48][CH:49]([CH3:51])[CH3:50])[N:47]=2)=[CH:38][CH:37]=1, predict the reaction product. The product is: [C:36]1([C:56]2[CH:57]=[CH:58][CH:59]=[CH:60][CH:61]=2)[CH:37]=[CH:38][C:39]([C:42]2[CH:43]=[C:44]([CH2:53][OH:54])[C:45](=[O:52])[N:46]([CH2:48][CH:49]([CH3:50])[CH3:51])[N:47]=2)=[CH:40][CH:41]=1. (10) Given the reactants [C:1]([O:5][C:6]([N:8]1[CH2:13][CH2:12][CH:11]([CH2:14][NH:15][S:16]([C:19]2[C:24]([Cl:25])=[CH:23][CH:22]=[C:21]([N+:26]([O-:28])=[O:27])[C:20]=2Cl)(=[O:18])=[O:17])[CH2:10][CH2:9]1)=[O:7])([CH3:4])([CH3:3])[CH3:2].[H-].[Na+].[OH2:32], predict the reaction product. The product is: [C:1]([O:5][C:6]([N:8]1[CH2:13][CH2:12][CH:11]([CH2:14][NH:15][S:16]([C:19]2[C:24]([Cl:25])=[CH:23][CH:22]=[C:21]([N+:26]([O-:28])=[O:27])[C:20]=2[OH:32])(=[O:18])=[O:17])[CH2:10][CH2:9]1)=[O:7])([CH3:4])([CH3:3])[CH3:2].